From a dataset of Catalyst prediction with 721,799 reactions and 888 catalyst types from USPTO. Predict which catalyst facilitates the given reaction. (1) Reactant: [Cl:1][C:2]1[CH:7]=[C:6]([Cl:8])[CH:5]=[CH:4][C:3]=1[C:9](=[N:12]OS(C1C=CC(C)=CC=1)(=O)=O)[C:10]#[N:11].C(N(CC)CC)C.[C:31]([O:35][CH2:36][CH3:37])(=[O:34])[CH2:32][SH:33]. Product: [NH2:11][C:10]1[C:9]([C:3]2[CH:4]=[CH:5][C:6]([Cl:8])=[CH:7][C:2]=2[Cl:1])=[N:12][S:33][C:32]=1[C:31]([O:35][CH2:36][CH3:37])=[O:34]. The catalyst class is: 8. (2) Reactant: [O:1]=[C:2]1[C:7]([C:8]2[CH:13]=[CH:12][C:11]([N:14]3[CH:18]=[C:17]([CH2:19][C:20]4[CH:24]=[CH:23][S:22][C:21]=4[C:25]([NH2:27])=[O:26])[N:16]=[CH:15]3)=[CH:10][CH:9]=2)=[CH:6][CH:5]=[CH:4][NH:3]1.[C:28]([O-])([O-])=O.[Cs+].[Cs+].CI. Product: [CH3:28][N:3]1[CH:4]=[CH:5][CH:6]=[C:7]([C:8]2[CH:9]=[CH:10][C:11]([N:14]3[CH:18]=[C:17]([CH2:19][C:20]4[CH:24]=[CH:23][S:22][C:21]=4[C:25]([NH2:27])=[O:26])[N:16]=[CH:15]3)=[CH:12][CH:13]=2)[C:2]1=[O:1]. The catalyst class is: 3. (3) The catalyst class is: 107. Reactant: [NH2:1][C@H:2]([C:4]1[N:9]([C:10]2[CH:15]=[CH:14][CH:13]=[CH:12][CH:11]=2)[C:8](=[O:16])[C:7]2=[C:17]([CH3:20])[CH:18]=[CH:19][N:6]2[N:5]=1)[CH3:3].[NH2:21][C:22]1[C:27]([C:28]([NH:30][C:31]2[CH:36]=[C:35]([NH:37][S:38]([CH3:41])(=[O:40])=[O:39])[CH:34]=[C:33]([O:42][CH3:43])[CH:32]=2)=[O:29])=[C:26](Cl)[N:25]=[CH:24][N:23]=1.CCN(C(C)C)C(C)C.[F-].[Cs+]. Product: [NH2:21][C:22]1[C:27]([C:28]([NH:30][C:31]2[CH:36]=[C:35]([NH:37][S:38]([CH3:41])(=[O:39])=[O:40])[CH:34]=[C:33]([O:42][CH3:43])[CH:32]=2)=[O:29])=[C:26]([NH:1][C@H:2]([C:4]2[N:9]([C:10]3[CH:15]=[CH:14][CH:13]=[CH:12][CH:11]=3)[C:8](=[O:16])[C:7]3=[C:17]([CH3:20])[CH:18]=[CH:19][N:6]3[N:5]=2)[CH3:3])[N:25]=[CH:24][N:23]=1. (4) Product: [OH:29][CH2:28][CH2:27][NH:26][C:23]([C:21]1[CH:20]=[N:19][N:18]([C:15]2[CH:14]=[CH:13][C:12]([O:11][CH2:10][CH2:9][CH2:8][N:4]3[CH2:5][CH2:6][CH2:7][C@H:3]3[CH3:2])=[CH:17][CH:16]=2)[CH:22]=1)=[O:24]. Reactant: Cl.[CH3:2][C@@H:3]1[CH2:7][CH2:6][CH2:5][N:4]1[CH2:8][CH2:9][CH2:10][O:11][C:12]1[CH:17]=[CH:16][C:15]([N:18]2[CH:22]=[C:21]([C:23](O)=[O:24])[CH:20]=[N:19]2)=[CH:14][CH:13]=1.[NH2:26][CH2:27][CH2:28][OH:29].Cl.C(N=C=NCCCN(C)C)C.O.ON1C2C=CC=CC=2N=N1. The catalyst class is: 9. (5) Reactant: C[O:2][C:3](=[O:29])/[CH:4]=[CH:5]/[C:6]1[CH:7]=[C:8]2[C:25](=[CH:26][CH:27]=1)[O:24][C:11]1([CH2:15][N:14]([CH2:16][CH2:17][C:18]3[CH:23]=[CH:22][CH:21]=[CH:20][CH:19]=3)[CH2:13][CH2:12]1)[CH2:10][C:9]2=[O:28].Cl. The catalyst class is: 52. Product: [C:18]1([CH2:17][CH2:16][N:14]2[CH2:15][C:11]3([CH2:10][C:9](=[O:28])[C:8]4[C:25](=[CH:26][CH:27]=[C:6](/[CH:5]=[CH:4]/[C:3]([OH:29])=[O:2])[CH:7]=4)[O:24]3)[CH2:12][CH2:13]2)[CH:23]=[CH:22][CH:21]=[CH:20][CH:19]=1. (6) Reactant: [Cl:1][C:2]1[C:7]([N:8]2[CH2:13][CH2:12][N:11]([CH:14]3[CH2:17][O:16][CH2:15]3)[CH2:10][CH2:9]2)=[CH:6][C:5]([CH:18]([F:20])[F:19])=[CH:4][C:3]=1[NH:21][C:22]1[N:27]=[C:26]([N:28]([CH:38]2[CH2:40][CH2:39]2)CC2C=CC(OC)=CC=2)[C:25]2=[N:41][CH:42]=[C:43]([C:44]#[N:45])[N:24]2[N:23]=1.C1(OC)C=CC=CC=1.C(O)(C(F)(F)F)=O. Product: [Cl:1][C:2]1[C:7]([N:8]2[CH2:13][CH2:12][N:11]([CH:14]3[CH2:17][O:16][CH2:15]3)[CH2:10][CH2:9]2)=[CH:6][C:5]([CH:18]([F:19])[F:20])=[CH:4][C:3]=1[NH:21][C:22]1[N:27]=[C:26]([NH:28][CH:38]2[CH2:40][CH2:39]2)[C:25]2=[N:41][CH:42]=[C:43]([C:44]#[N:45])[N:24]2[N:23]=1. The catalyst class is: 26. (7) Reactant: O1CCOCC1.Cl.[CH2:8]([O:15][C:16]1[CH:17]=[C:18]([CH:20]=[CH:21][CH:22]=1)[NH2:19])[C:9]1[CH:14]=[CH:13][CH:12]=[CH:11][CH:10]=1.[N:23]#[C:24][NH2:25].O. Product: [CH2:8]([O:15][C:16]1[CH:17]=[C:18]([NH:19][C:24]([NH2:25])=[NH:23])[CH:20]=[CH:21][CH:22]=1)[C:9]1[CH:10]=[CH:11][CH:12]=[CH:13][CH:14]=1. The catalyst class is: 28. (8) Reactant: [NH2:1][CH2:2][CH:3]1[CH2:8][CH2:7][CH:6]([CH2:9][N:10]([CH2:31][C:32]2[CH:37]=[CH:36][CH:35]=[CH:34][CH:33]=2)[S:11]([NH:14][C:15](=[O:30])[C:16]2[CH:21]=[C:20]([C:22]([F:25])([F:24])[F:23])[CH:19]=[C:18]([C:26]([F:29])([F:28])[F:27])[CH:17]=2)(=[O:13])=[O:12])[CH2:5][CH2:4]1.C(N(CC)CC)C.[C:45](Cl)(=[O:52])[C:46]1[CH:51]=[CH:50][CH:49]=[CH:48][CH:47]=1. Product: [CH2:31]([N:10]([CH2:9][CH:6]1[CH2:5][CH2:4][CH:3]([CH2:2][NH:1][C:45](=[O:52])[C:46]2[CH:51]=[CH:50][CH:49]=[CH:48][CH:47]=2)[CH2:8][CH2:7]1)[S:11]([NH:14][C:15](=[O:30])[C:16]1[CH:17]=[C:18]([C:26]([F:27])([F:28])[F:29])[CH:19]=[C:20]([C:22]([F:23])([F:24])[F:25])[CH:21]=1)(=[O:12])=[O:13])[C:32]1[CH:37]=[CH:36][CH:35]=[CH:34][CH:33]=1. The catalyst class is: 4.